This data is from Forward reaction prediction with 1.9M reactions from USPTO patents (1976-2016). The task is: Predict the product of the given reaction. (1) Given the reactants [H-].[Na+].[CH3:3][C:4]1[O:8][C:7]([C:9]2[CH:32]=[CH:31][C:12]([O:13][C:14]3[CH:15]=[C:16]([CH:21]=[C:22]([O:24][C@H:25]4[CH2:29][CH2:28][NH:27][C:26]4=[O:30])[CH:23]=3)[C:17]([O:19][CH3:20])=[O:18])=[CH:11][CH:10]=2)=[N:6][N:5]=1.[CH3:33]I, predict the reaction product. The product is: [CH3:3][C:4]1[O:8][C:7]([C:9]2[CH:10]=[CH:11][C:12]([O:13][C:14]3[CH:15]=[C:16]([CH:21]=[C:22]([O:24][C@H:25]4[CH2:29][CH2:28][N:27]([CH3:33])[C:26]4=[O:30])[CH:23]=3)[C:17]([O:19][CH3:20])=[O:18])=[CH:31][CH:32]=2)=[N:6][N:5]=1. (2) Given the reactants [C:1]([C:3]1[CH:4]=[C:5]([NH:10][C:11](=[O:14])[CH2:12][CH3:13])[CH:6]=[C:7]([F:9])[CH:8]=1)#[N:2].O1C2C=CC(CNC3C=C(C=CC=3F)C#N)=CC=2OCC1.[CH3:36][S:37]([C:40]1[CH:47]=[CH:46][C:43]([CH2:44]Br)=[CH:42][CH:41]=1)(=[O:39])=[O:38], predict the reaction product. The product is: [C:1]([C:3]1[CH:4]=[C:5]([N:10]([CH2:44][C:43]2[CH:42]=[CH:41][C:40]([S:37]([CH3:36])(=[O:39])=[O:38])=[CH:47][CH:46]=2)[C:11](=[O:14])[CH2:12][CH3:13])[CH:6]=[C:7]([F:9])[CH:8]=1)#[N:2]. (3) Given the reactants N#N.[NH:3]1[C:7]2[CH:8]=[CH:9][CH:10]=[CH:11][C:6]=2[N:5]=[C:4]1[C@H:12]([NH2:21])[CH2:13][C:14]1[CH:19]=[CH:18][C:17]([Br:20])=[CH:16][CH:15]=1.[C:22](N1C=CN=C1)(N1C=CN=C1)=[O:23].O, predict the reaction product. The product is: [Br:20][C:17]1[CH:18]=[CH:19][C:14]([CH2:13][C@@H:12]2[C:4]3=[N:5][C:6]4[CH:11]=[CH:10][CH:9]=[CH:8][C:7]=4[N:3]3[C:22](=[O:23])[NH:21]2)=[CH:15][CH:16]=1. (4) Given the reactants O=S(Cl)Cl.[CH:5]1([NH:9][C:10]2([CH2:15]Cl)[CH2:14][CH2:13][CH2:12][CH2:11]2)[CH2:8][CH2:7][CH2:6]1.ClCCN.[CH3:21][C:22]1[CH:27]=[C:26]([N+:28]([O-:30])=[O:29])[CH:25]=[CH:24][C:23]=1[N:31]=[C:32]=[O:33], predict the reaction product. The product is: [CH:5]1([N:9]2[C:10]3([CH2:14][CH2:13][CH2:12][CH2:11]3)[CH2:15][O:33][C:32]2=[N:31][C:23]2[CH:24]=[CH:25][C:26]([N+:28]([O-:30])=[O:29])=[CH:27][C:22]=2[CH3:21])[CH2:8][CH2:7][CH2:6]1. (5) The product is: [CH3:1][O:2][C:3](=[O:30])[CH:4]([N:8]1[C:9](=[O:29])[CH:10]([CH2:11][CH2:12][C:13]2[CH:18]=[CH:17][CH:16]=[CH:15][CH:14]=2)[NH:19][C:20]1=[O:21])[CH:5]([CH3:7])[CH3:6]. Given the reactants [CH3:1][O:2][C:3](=[O:30])[CH:4]([NH:8][C:9](=[O:29])[CH:10]([NH:19][C:20](OC1C=CC=CC=1)=[O:21])[CH2:11][CH2:12][C:13]1[CH:18]=[CH:17][CH:16]=[CH:15][CH:14]=1)[CH:5]([CH3:7])[CH3:6].CCN(C(C)C)C(C)C, predict the reaction product.